This data is from Full USPTO retrosynthesis dataset with 1.9M reactions from patents (1976-2016). The task is: Predict the reactants needed to synthesize the given product. The reactants are: [Cl:1][C:2]1[CH:3]=[C:4]([C:10]2[CH:14]=[CH:13][N:12]([CH2:15][C@H:16]([NH:18][C:19]([C:21]3[N:22]=[C:23]([CH:26]4[CH2:31][CH2:30][NH:29][CH2:28][CH2:27]4)[S:24][CH:25]=3)=[O:20])[CH3:17])[N:11]=2)[CH:5]=[CH:6][C:7]=1[C:8]#[N:9].N1C=CC=CC=1.[CH3:38][S:39](Cl)(=[O:41])=[O:40].O. Given the product [Cl:1][C:2]1[CH:3]=[C:4]([C:10]2[CH:14]=[CH:13][N:12]([CH2:15][C@H:16]([NH:18][C:19]([C:21]3[N:22]=[C:23]([CH:26]4[CH2:31][CH2:30][N:29]([S:39]([CH3:38])(=[O:41])=[O:40])[CH2:28][CH2:27]4)[S:24][CH:25]=3)=[O:20])[CH3:17])[N:11]=2)[CH:5]=[CH:6][C:7]=1[C:8]#[N:9], predict the reactants needed to synthesize it.